This data is from Peptide-MHC class I binding affinity with 185,985 pairs from IEDB/IMGT. The task is: Regression. Given a peptide amino acid sequence and an MHC pseudo amino acid sequence, predict their binding affinity value. This is MHC class I binding data. (1) The peptide sequence is MTRVTNNVY. The MHC is HLA-A02:06 with pseudo-sequence HLA-A02:06. The binding affinity (normalized) is 0.0847. (2) The peptide sequence is LLWAARPRL. The MHC is HLA-B58:01 with pseudo-sequence HLA-B58:01. The binding affinity (normalized) is 0. (3) The peptide sequence is TLADAGFMK. The MHC is HLA-A03:01 with pseudo-sequence HLA-A03:01. The binding affinity (normalized) is 0.463. (4) The peptide sequence is LWEGSPGKF. The MHC is HLA-A24:02 with pseudo-sequence HLA-A24:02. The binding affinity (normalized) is 0.193. (5) The peptide sequence is YVDIIGLSV. The MHC is HLA-C05:01 with pseudo-sequence HLA-C05:01. The binding affinity (normalized) is 0.936.